From a dataset of Microsomal clearance measurements from AstraZeneca. Regression/Classification. Given a drug SMILES string, predict its absorption, distribution, metabolism, or excretion properties. Task type varies by dataset: regression for continuous measurements (e.g., permeability, clearance, half-life) or binary classification for categorical outcomes (e.g., BBB penetration, CYP inhibition). For this dataset (clearance_microsome_az), we predict log10(clearance) (log10 of the in vitro intrinsic clearance, CLint, in uL/min per mg of human liver microsomal protein, equivalently mL/min/g; values are censored to the assay range of 3 to 150, which is 0.477 to 2.18 on this log10 scale). The molecule is CC(C)N(CCCNC(=O)Nc1ccc(C(C)(C)C)cc1)C[C@H]1O[C@@H](n2ccc3c(N)ncnc32)[C@H](O)[C@@H]1O. The log10(clearance) is 2.18.